Dataset: Full USPTO retrosynthesis dataset with 1.9M reactions from patents (1976-2016). Task: Predict the reactants needed to synthesize the given product. (1) Given the product [F:72][C:66]1[C:67]([F:71])=[CH:68][CH:69]=[CH:70][C:65]=1[CH2:64][S:63][C:49]1[N:48]=[C:47]([NH:5][S:2]([CH3:1])(=[O:4])=[O:3])[CH:52]=[C:51]([O:53][C@@H:54]([C@@H:56]2[CH2:60][O:59][C:58]([CH3:61])([CH3:62])[O:57]2)[CH3:55])[N:50]=1, predict the reactants needed to synthesize it. The reactants are: [CH3:1][S:2]([NH2:5])(=[O:4])=[O:3].C1(P(C2CCCCC2)C2C=CC=CC=2C2C(C(C)C)=CC(C(C)C)=CC=2C(C)C)CCCCC1.C(=O)([O-])[O-].[Cs+].[Cs+].Cl[C:47]1[CH:52]=[C:51]([O:53][C@@H:54]([C@@H:56]2[CH2:60][O:59][C:58]([CH3:62])([CH3:61])[O:57]2)[CH3:55])[N:50]=[C:49]([S:63][CH2:64][C:65]2[CH:70]=[CH:69][CH:68]=[C:67]([F:71])[C:66]=2[F:72])[N:48]=1. (2) The reactants are: [Br:1][C:2]1[C:10]2[C:5](=[N:6][C:7](S(C)(=O)=O)=[N:8][CH:9]=2)[N:4]([CH3:15])[N:3]=1.[CH2:16]([NH2:24])[CH2:17][C:18]1[CH:23]=[CH:22][CH:21]=[CH:20][CH:19]=1.O.C(OCC)(=O)C. Given the product [Br:1][C:2]1[C:10]2[C:5](=[N:6][C:7]([NH:24][CH2:16][CH2:17][C:18]3[CH:23]=[CH:22][CH:21]=[CH:20][CH:19]=3)=[N:8][CH:9]=2)[N:4]([CH3:15])[N:3]=1, predict the reactants needed to synthesize it. (3) Given the product [Br:1][C:2]1[CH:3]=[N:4][C:5]2[N:6]([N:8]=[C:9]([C:11]([N:16]3[CH2:17][CH2:18][C:19]4[C:24](=[CH:23][CH:22]=[CH:21][C:20]=4[N+:25]([O-:27])=[O:26])[CH:15]3[CH3:14])=[O:13])[CH:10]=2)[CH:7]=1, predict the reactants needed to synthesize it. The reactants are: [Br:1][C:2]1[CH:3]=[N:4][C:5]2[N:6]([N:8]=[C:9]([C:11]([OH:13])=O)[CH:10]=2)[CH:7]=1.[CH3:14][CH:15]1[C:24]2[C:19](=[C:20]([N+:25]([O-:27])=[O:26])[CH:21]=[CH:22][CH:23]=2)[CH2:18][CH2:17][NH:16]1. (4) Given the product [Cl:25][C:5]1[C:6]([Cl:24])=[C:7]([O:8][CH2:9][CH2:10][CH2:11][CH2:12][O:13][C:14]2[CH:15]=[CH:16][C:17]([C:18]3[NH:28][N:27]=[N:26][N:19]=3)=[CH:20][CH:21]=2)[CH:22]=[CH:23][C:4]=1[C:1](=[O:3])[CH3:2], predict the reactants needed to synthesize it. The reactants are: [C:1]([C:4]1[CH:23]=[CH:22][C:7]([O:8][CH2:9][CH2:10][CH2:11][CH2:12][O:13][C:14]2[CH:21]=[CH:20][C:17]([C:18]#[N:19])=[CH:16][CH:15]=2)=[C:6]([Cl:24])[C:5]=1[Cl:25])(=[O:3])[CH3:2].[N:26]([Si](C)(C)C)=[N+:27]=[N-:28].C([Sn](=O)CCCC)CCC. (5) Given the product [CH2:1]([NH:3][C:4](=[O:5])[NH:6][C:7]1[CH:8]=[CH:9][C:10]([C:13]2[N:14]=[C:15]([N:23]3[CH2:28][CH2:27][O:26][CH2:25][C@@H:24]3[CH3:29])[C:16]3[CH2:22][CH2:21][N:20]([C:31]([O:33][CH3:34])=[O:32])[CH2:19][C:17]=3[N:18]=2)=[CH:11][CH:12]=1)[CH3:2], predict the reactants needed to synthesize it. The reactants are: [CH2:1]([NH:3][C:4]([NH:6][C:7]1[CH:12]=[CH:11][C:10]([C:13]2[N:14]=[C:15]([N:23]3[CH2:28][CH2:27][O:26][CH2:25][C@@H:24]3[CH3:29])[C:16]3[CH2:22][CH2:21][NH:20][CH2:19][C:17]=3[N:18]=2)=[CH:9][CH:8]=1)=[O:5])[CH3:2].Cl[C:31]([O:33][CH3:34])=[O:32]. (6) The reactants are: [Cl:1][C:2]1[CH:3]=[CH:4][C:5]([F:25])=[C:6]([C:8]2[CH:13]=[CH:12][C:11]([CH2:14][C@H:15]3[NH:19][C:18](=[O:20])[C@:17]([CH3:24])([C:21]([OH:23])=[O:22])[CH2:16]3)=[CH:10][CH:9]=2)[CH:7]=1.C[N:27](C(ON1N=NC2C=CC=NC1=2)=[N+](C)C)C.F[P-](F)(F)(F)(F)F.N.O1CCOCC1.CCN(C(C)C)C(C)C. Given the product [NH2:19][C@H:15]([CH2:14][C:11]1[CH:10]=[CH:9][C:8]([C:6]2[CH:7]=[C:2]([Cl:1])[CH:3]=[CH:4][C:5]=2[F:25])=[CH:13][CH:12]=1)[CH2:16][C@:17]([C:18](=[O:20])[NH2:27])([CH3:24])[C:21]([OH:23])=[O:22], predict the reactants needed to synthesize it. (7) Given the product [CH2:11]([C:12]1[NH:14][C:30](=[O:31])[C:25]2[CH2:24][CH2:23][N:22]([CH2:15][C:16]3[CH:17]=[CH:18][CH:19]=[CH:20][CH:21]=3)[CH2:28][CH2:27][C:26]=2[N:13]=1)[C:5]1[CH:10]=[CH:9][CH:8]=[CH:7][CH:6]=1, predict the reactants needed to synthesize it. The reactants are: C(O)C.[Na].[C:5]1([CH2:11][C:12](=[NH:14])[NH2:13])[CH:10]=[CH:9][CH:8]=[CH:7][CH:6]=1.[CH2:15]([N:22]1[CH2:28][CH2:27][C:26](=O)[CH:25]([C:30](OCC)=[O:31])[CH2:24][CH2:23]1)[C:16]1[CH:21]=[CH:20][CH:19]=[CH:18][CH:17]=1. (8) Given the product [F:43][C:32]1[C:33]([O:39][CH2:40][CH2:41][F:42])=[CH:34][C:35]([O:37][CH3:38])=[CH:36][C:31]=1[CH:17]([NH:18][C:19]1[CH:24]=[CH:23][C:22]([C:25]2[N:29]=[C:28]([CH3:30])[O:27][N:26]=2)=[CH:21][CH:20]=1)[C:13]1[NH:14][C:15](=[O:16])[N:11]([C:7]2[N:6]=[C:5]([C:3]([OH:4])=[O:2])[CH:10]=[CH:9][CH:8]=2)[N:12]=1, predict the reactants needed to synthesize it. The reactants are: C[O:2][C:3]([C:5]1[CH:10]=[CH:9][CH:8]=[C:7]([N:11]2[C:15](=[O:16])[NH:14][C:13]([CH:17]([C:31]3[CH:36]=[C:35]([O:37][CH3:38])[CH:34]=[C:33]([O:39][CH2:40][CH2:41][F:42])[C:32]=3[F:43])[NH:18][C:19]3[CH:24]=[CH:23][C:22]([C:25]4[N:29]=[C:28]([CH3:30])[O:27][N:26]=4)=[CH:21][CH:20]=3)=[N:12]2)[N:6]=1)=[O:4].C1COCC1.[OH-].[Na+].C(O)(=O)C. (9) The reactants are: Br[C:2]1[C:7]2[CH:8]=[C:9]([C:12]([F:18])([F:17])[C:13]([F:16])([F:15])[F:14])[CH:10]=[CH:11][C:6]=2[O:5][C:4]([CH2:21][F:22])([CH2:19][F:20])[CH:3]=1.[C:23]([CH2:25][CH2:26][NH2:27])#[N:24].[I-].[K+].Cl.CN(C)[CH:33]=[O:34]. Given the product [C:23]([CH2:25][CH2:26][NH:27][C:33]([C:2]1[C:7]2[CH:8]=[C:9]([C:12]([F:18])([F:17])[C:13]([F:16])([F:15])[F:14])[CH:10]=[CH:11][C:6]=2[O:5][C:4]([CH2:21][F:22])([CH2:19][F:20])[CH:3]=1)=[O:34])#[N:24], predict the reactants needed to synthesize it.